Dataset: Forward reaction prediction with 1.9M reactions from USPTO patents (1976-2016). Task: Predict the product of the given reaction. (1) Given the reactants [Cl:1][C:2]1[CH:7]=[CH:6][N:5]=[C:4]([CH3:8])[C:3]=1I.[C:10]([C:12]1[CH:13]=[CH:14][C:15]([NH:18][CH3:19])=[N:16][CH:17]=1)#[CH:11].C(N(CC)CC)C, predict the reaction product. The product is: [Cl:1][C:2]1[CH:7]=[CH:6][N:5]=[C:4]([CH3:8])[C:3]=1[C:11]#[C:10][C:12]1[CH:13]=[CH:14][C:15]([NH:18][CH3:19])=[N:16][CH:17]=1. (2) Given the reactants [NH2:1][CH2:2][C:3]1[NH:4][C:5](=[O:13])[C:6]2[CH2:12][O:11][CH2:10][CH2:9][C:7]=2[N:8]=1.[Si:14]([O:21][CH2:22][CH:23]=O)([C:17]([CH3:20])([CH3:19])[CH3:18])([CH3:16])[CH3:15].C([BH3-])#N.C(O)(=O)C, predict the reaction product. The product is: [Si:14]([O:21][CH2:22][CH2:23][NH:1][CH2:2][C:3]1[NH:4][C:5](=[O:13])[C:6]2[CH2:12][O:11][CH2:10][CH2:9][C:7]=2[N:8]=1)([C:17]([CH3:20])([CH3:19])[CH3:18])([CH3:16])[CH3:15]. (3) The product is: [F:1][C:2]([F:14])([F:15])[C:3]([C:17]([F:19])([F:18])[F:16])([OH:13])/[CH:4]=[C:5](\[CH3:12])/[CH2:6][CH2:7][CH:8]=[C:9]([CH3:10])[CH3:11]. Given the reactants [F:1][C:2]([F:15])([F:14])[CH:3]([OH:13])/[CH:4]=[C:5](\[CH3:12])/[CH2:6][CH2:7][CH:8]=[C:9]([CH3:11])[CH3:10].[F:16][C:17]([Si](C)(C)C)([F:19])[F:18].[F-].[Cs+], predict the reaction product. (4) The product is: [ClH:1].[F:21][C:18]1[CH:17]=[C:5]([CH:4]=[C:3]([F:2])[C:19]=1[F:20])[CH2:6][CH:7]1[CH2:8][CH:9]([C:10]([O:12][CH3:13])=[O:11])[CH2:14][CH2:15][NH:16]1. Given the reactants [ClH:1].[F:2][C:3]1[CH:4]=[C:5]([CH:17]=[C:18]([F:21])[C:19]=1[F:20])[CH2:6][C:7]1[CH:8]=[C:9]([CH:14]=[CH:15][N:16]=1)[C:10]([O:12][CH3:13])=[O:11], predict the reaction product. (5) Given the reactants [CH3:1][CH:2]1[CH2:7][CH2:6][CH2:5][CH:4]([CH3:8])[CH:3]1[CH2:9][OH:10].C(=O)([O-])[O-].[Cs+].[Cs+].[Cl:17][C:18]1[C:19](F)=[CH:20][C:21]([F:31])=[C:22]([CH:30]=1)[C:23]([O:25][C:26]([CH3:29])([CH3:28])[CH3:27])=[O:24].Cl, predict the reaction product. The product is: [Cl:17][C:18]1[C:19]([O:10][CH2:9][CH:3]2[CH:4]([CH3:8])[CH2:5][CH2:6][CH2:7][CH:2]2[CH3:1])=[CH:20][C:21]([F:31])=[C:22]([CH:30]=1)[C:23]([O:25][C:26]([CH3:27])([CH3:28])[CH3:29])=[O:24]. (6) The product is: [N:31]1([CH2:30][CH2:29][CH2:28][CH2:27][C:24]2[CH:23]=[N:22][C:21]([O:17][CH2:16][C:14]3[N:15]=[C:11](/[CH:10]=[CH:9]/[C:6]4[CH:7]=[CH:8][C:3]([C:2]([F:1])([F:18])[F:19])=[CH:4][CH:5]=4)[O:12][CH:13]=3)=[CH:26][N:25]=2)[CH:35]=[N:34][CH:33]=[N:32]1. Given the reactants [F:1][C:2]([F:19])([F:18])[C:3]1[CH:8]=[CH:7][C:6]([CH:9]=[CH:10][C:11]2[O:12][CH:13]=[C:14]([CH2:16][OH:17])[N:15]=2)=[CH:5][CH:4]=1.Br[C:21]1[CH:26]=[N:25][C:24]([CH2:27][CH2:28][CH2:29][CH2:30][N:31]2[CH:35]=[N:34][CH:33]=[N:32]2)=[CH:23][N:22]=1.CC(C)([O-])C.[Na+].[NH4+].[Cl-], predict the reaction product. (7) Given the reactants [C:1]([C:5]1[CH:6]=[C:7]([CH:10]=[C:11]([C:14]([CH3:17])([CH3:16])[CH3:15])[C:12]=1[OH:13])[CH:8]=O)([CH3:4])([CH3:3])[CH3:2].[N+:18]([C:21]1[CH:27]=[CH:26][C:24]([NH2:25])=[CH:23][CH:22]=1)([O-:20])=[O:19].C(O)(=O)C.[SH:32][CH2:33][C:34](O)=[O:35], predict the reaction product. The product is: [C:1]([C:5]1[CH:6]=[C:7]([CH:8]2[N:25]([C:24]3[CH:26]=[CH:27][C:21]([N+:18]([O-:20])=[O:19])=[CH:22][CH:23]=3)[C:34](=[O:35])[CH2:33][S:32]2)[CH:10]=[C:11]([C:14]([CH3:17])([CH3:16])[CH3:15])[C:12]=1[OH:13])([CH3:4])([CH3:3])[CH3:2]. (8) Given the reactants [CH3:1][CH:2]1[O:6][C:5](=[O:7])[N:4]([CH2:8][C:9]2[CH:14]=[CH:13][CH:12]=[CH:11][C:10]=2[N+:15]([O-:17])=[O:16])[C:3]1=[O:18].[BH4-].[Li+].[Cl-].[NH4+], predict the reaction product. The product is: [OH:18][CH:3]1[CH:2]([CH3:1])[O:6][C:5](=[O:7])[N:4]1[CH2:8][C:9]1[CH:14]=[CH:13][CH:12]=[CH:11][C:10]=1[N+:15]([O-:17])=[O:16].